The task is: Binary Classification. Given a drug SMILES string, predict its activity (active/inactive) in a high-throughput screening assay against a specified biological target.. This data is from Serine/threonine kinase 33 screen with 319,792 compounds. (1) The result is 0 (inactive). The compound is Clc1ccc(CSc2nc(Cl)c(OC)cn2)cc1. (2) The molecule is S(=O)(=O)(N1C(OCC1)CNC(=O)C(=O)NC)c1cc2OCCOc2cc1. The result is 0 (inactive). (3) The drug is O=C(NC1CCCCC1)c1c2c(nc(c1)c1ncccc1)cccc2. The result is 0 (inactive).